This data is from Forward reaction prediction with 1.9M reactions from USPTO patents (1976-2016). The task is: Predict the product of the given reaction. (1) Given the reactants [OH:1][CH:2]([CH:7]=[CH2:8])[C:3]([O:5][CH3:6])=[O:4].Br[CH2:10][C:11]1[CH:16]=[CH:15][CH:14]=[CH:13][CH:12]=1, predict the reaction product. The product is: [CH2:10]([O:1][CH:2]([CH:7]=[CH2:8])[C:3]([O:5][CH3:6])=[O:4])[C:11]1[CH:16]=[CH:15][CH:14]=[CH:13][CH:12]=1. (2) Given the reactants [C:1]([C:4]1[C:9]([O:10][CH2:11][CH2:12][NH:13][C:14](=[O:20])[O:15][C:16]([CH3:19])([CH3:18])[CH3:17])=[C:8](Br)[C:7]([CH3:22])=[C:6]([Cl:23])[CH:5]=1)(=[O:3])[CH3:2].[CH3:24][C:25]1(C)C(C)(C)OB(C=C)O1.ClCCl.C(=O)([O-])[O-].[K+].[K+], predict the reaction product. The product is: [C:1]([C:4]1[C:9]([O:10][CH2:11][CH2:12][NH:13][C:14](=[O:20])[O:15][C:16]([CH3:19])([CH3:18])[CH3:17])=[C:8]([CH:24]=[CH2:25])[C:7]([CH3:22])=[C:6]([Cl:23])[CH:5]=1)(=[O:3])[CH3:2]. (3) Given the reactants [CH3:1][O:2][C:3]1[CH:12]=[CH:11][C:6]2[N:7]=[C:8]([NH2:10])[S:9][C:5]=2[CH:4]=1.[Cl:13][C:14]1[CH:22]=[CH:21][C:17]([C:18](Cl)=[O:19])=[CH:16][CH:15]=1.N1C=CC=CC=1, predict the reaction product. The product is: [Cl:13][C:14]1[CH:22]=[CH:21][C:17]([C:18]([NH:10][C:8]2[S:9][C:5]3[CH:4]=[C:3]([O:2][CH3:1])[CH:12]=[CH:11][C:6]=3[N:7]=2)=[O:19])=[CH:16][CH:15]=1. (4) Given the reactants [Si:1]([O:8][CH:9]1[CH:14]([OH:15])[CH2:13][CH:12]([C:16]2[CH:21]=[CH:20][N:19]=[CH:18][C:17]=2[N+:22]([O-:24])=[O:23])[O:11][CH:10]1[CH3:25])([C:4]([CH3:7])([CH3:6])[CH3:5])([CH3:3])[CH3:2].[CH3:26][C:27](OC(C)=O)=[O:28], predict the reaction product. The product is: [C:27]([O:15][CH:14]1[CH2:13][CH:12]([C:16]2[CH:21]=[CH:20][N:19]=[CH:18][C:17]=2[N+:22]([O-:24])=[O:23])[O:11][CH:10]([CH3:25])[CH:9]1[O:8][Si:1]([C:4]([CH3:7])([CH3:5])[CH3:6])([CH3:3])[CH3:2])(=[O:28])[CH3:26]. (5) Given the reactants [Cl:1][C:2]1[CH:3]=[CH:4][C:5]([C:30]#[N:31])=[C:6]([C:8]2[C:13]([O:14][CH3:15])=[CH:12][N:11]([CH:16]([CH2:20][C@H:21]3[CH2:26][CH2:25][C@@H:24]([O:27][CH3:28])[CH2:23][CH2:22]3)[C:17](O)=[O:18])[C:10](=[O:29])[CH:9]=2)[CH:7]=1.[NH2:32][C:33]1[CH:43]=[CH:42][C:36]([C:37]([O:39][CH2:40][CH3:41])=[O:38])=[CH:35][CH:34]=1.CC(C)N=C=NC(C)C, predict the reaction product. The product is: [Cl:1][C:2]1[CH:3]=[CH:4][C:5]([C:30]#[N:31])=[C:6]([C:8]2[C:13]([O:14][CH3:15])=[CH:12][N:11]([CH:16]([CH2:20][C@H:21]3[CH2:26][CH2:25][C@@H:24]([O:27][CH3:28])[CH2:23][CH2:22]3)[C:17]([NH:32][C:33]3[CH:34]=[CH:35][C:36]([C:37]([O:39][CH2:40][CH3:41])=[O:38])=[CH:42][CH:43]=3)=[O:18])[C:10](=[O:29])[CH:9]=2)[CH:7]=1.